This data is from Full USPTO retrosynthesis dataset with 1.9M reactions from patents (1976-2016). The task is: Predict the reactants needed to synthesize the given product. The reactants are: [C:1]([O:5][C:6]([NH:8][CH:9](P(OC)(OC)=O)[C:10]([O:12][CH3:13])=[O:11])=[O:7])([CH3:4])([CH3:3])[CH3:2].[CH2:20]([O:27][CH:28]1[CH2:31][C:30](=O)[CH2:29]1)[C:21]1[CH:26]=[CH:25][CH:24]=[CH:23][CH:22]=1.N12CCCN=C1CCCCC2. Given the product [CH2:20]([O:27][CH:28]1[CH2:29][C:30](=[C:9]([NH:8][C:6]([O:5][C:1]([CH3:2])([CH3:3])[CH3:4])=[O:7])[C:10]([O:12][CH3:13])=[O:11])[CH2:31]1)[C:21]1[CH:26]=[CH:25][CH:24]=[CH:23][CH:22]=1, predict the reactants needed to synthesize it.